Dataset: Forward reaction prediction with 1.9M reactions from USPTO patents (1976-2016). Task: Predict the product of the given reaction. (1) Given the reactants Br[C:2]1[CH:3]=[CH:4][C:5]([NH:8]CCOC)=[N:6][CH:7]=1.CC1(C)C(C)(C)OB([C:21]2[CH:22]=[CH:23][C:24](N)=[N:25][CH:26]=2)O1.[C:29]([C:33]1[O:37][N:36]=[C:35]([NH:38][C:39](=[O:56])[CH2:40]C2C=CC(B3OC(C)(C)C(C)(C)O3)=CC=2)[CH:34]=1)([CH3:32])([CH3:31])[CH3:30], predict the reaction product. The product is: [NH2:8][C:5]1[N:6]=[CH:7][C:2]([C:21]2[CH:26]=[N:25][C:24]([CH2:40][C:39]([NH:38][C:35]3[CH:34]=[C:33]([C:29]([CH3:32])([CH3:31])[CH3:30])[O:37][N:36]=3)=[O:56])=[CH:23][CH:22]=2)=[CH:3][CH:4]=1. (2) Given the reactants [Cl:1][C:2]1[CH:3]=[C:4](Cl)[C:5]2[N:6]([C:8]([C:11]([NH:13][C:14]3[CH:19]=[CH:18][N:17]=[C:16]([Cl:20])[CH:15]=3)=[O:12])=[CH:9][N:10]=2)[N:7]=1.BrC1C2N(C(C(NC3C=CN=C(Cl)C=3)=O)=CN=2)N=C(Cl)C=1.[CH3:43][O:44][C:45]1[CH:55]=[CH:54][C:48]([CH2:49][NH:50][CH:51]2[CH2:53][CH2:52]2)=[CH:47][CH:46]=1.C(N(CC)C(C)C)(C)C, predict the reaction product. The product is: [Cl:1][C:2]1[CH:3]=[C:4]([N:50]([CH:51]2[CH2:53][CH2:52]2)[CH2:49][C:48]2[CH:54]=[CH:55][C:45]([O:44][CH3:43])=[CH:46][CH:47]=2)[C:5]2[N:6]([C:8]([C:11]([NH:13][C:14]3[CH:19]=[CH:18][N:17]=[C:16]([Cl:20])[CH:15]=3)=[O:12])=[CH:9][N:10]=2)[N:7]=1. (3) Given the reactants N1(CC2N3C=C(C)C=CC3=NC=2C2C=CC(C)=CC=2)C=CN=C1.[CH3:24][O:25][C:26]([C:28]1[C:36]2[C:31](=[CH:32][CH:33]=[CH:34][CH:35]=2)[NH:30][N:29]=1)=[O:27].Cl.Cl[CH2:39][C:40]1[N:44]2[CH:45]=[CH:46][CH:47]=[CH:48][C:43]2=[N:42][C:41]=1[C:49]1[CH:54]=[CH:53][C:52]([Cl:55])=[CH:51][CH:50]=1, predict the reaction product. The product is: [Cl:55][C:52]1[CH:51]=[CH:50][C:49]([C:41]2[N:42]=[C:43]3[CH:48]=[CH:47][CH:46]=[CH:45][N:44]3[C:40]=2[CH2:39][N:30]2[C:31]3[C:36](=[CH:35][CH:34]=[CH:33][CH:32]=3)[C:28]([C:26]([O:25][CH3:24])=[O:27])=[N:29]2)=[CH:54][CH:53]=1. (4) Given the reactants [CH2:1]([C:8]1[S:12][C:11]([NH:13][C:14](=[O:27])[C:15]2[CH:20]=[C:19]([O:21]C)[C:18]([O:23]C)=[C:17]([O:25]C)[CH:16]=2)=[N:10][C:9]=1[C:28]1[CH:33]=[CH:32][C:31]([O:34]C)=[CH:30][CH:29]=1)[C:2]1[CH:7]=[CH:6][CH:5]=[CH:4][CH:3]=1.B(Br)(Br)Br, predict the reaction product. The product is: [CH2:1]([C:8]1[S:12][C:11]([NH:13][C:14](=[O:27])[C:15]2[CH:20]=[C:19]([OH:21])[C:18]([OH:23])=[C:17]([OH:25])[CH:16]=2)=[N:10][C:9]=1[C:28]1[CH:29]=[CH:30][C:31]([OH:34])=[CH:32][CH:33]=1)[C:2]1[CH:7]=[CH:6][CH:5]=[CH:4][CH:3]=1. (5) Given the reactants [Br:1][C:2]1[C:3]([F:12])=[C:4]2[C:10]([NH2:11])=[CH:9][NH:8][C:5]2=[N:6][CH:7]=1.[CH3:13][O:14][C:15]1[N:20]=[C:19]([C:21](O)=[O:22])[CH:18]=[CH:17][CH:16]=1.O=C1N(P(Cl)(N2CCOC2=O)=O)CCO1.C(N(CC)CC)C.[Li+].[OH-], predict the reaction product. The product is: [Br:1][C:2]1[C:3]([F:12])=[C:4]2[C:10]([NH:11][C:21](=[O:22])[C:19]3[CH:18]=[CH:17][CH:16]=[C:15]([O:14][CH3:13])[N:20]=3)=[CH:9][NH:8][C:5]2=[N:6][CH:7]=1. (6) The product is: [C:25]12([CH2:35][NH:36][C:7]([C:6]3[C:2]([Cl:1])=[N:3][N:4]([C:10]4[N:15]=[CH:14][CH:13]=[CH:12][N:11]=4)[CH:5]=3)=[O:9])[CH2:32][CH:31]3[CH2:30][CH:29]([CH2:28][CH:27]([CH2:33]3)[CH2:26]1)[CH2:34]2. Given the reactants [Cl:1][C:2]1[C:6]([C:7]([OH:9])=O)=[CH:5][N:4]([C:10]2[N:15]=[CH:14][CH:13]=[CH:12][N:11]=2)[N:3]=1.CCN(C(C)C)C(C)C.[C:25]12([CH2:35][NH2:36])[CH2:34][CH:29]3[CH2:30][CH:31]([CH2:33][CH:27]([CH2:28]3)[CH2:26]1)[CH2:32]2.F[P-](F)(F)(F)(F)F.N1(O[P+](N(C)C)(N(C)C)N(C)C)C2C=CC=CC=2N=N1, predict the reaction product.